Dataset: Full USPTO retrosynthesis dataset with 1.9M reactions from patents (1976-2016). Task: Predict the reactants needed to synthesize the given product. Given the product [BrH:28].[Cl:1][C:2]1[CH:3]=[CH:4][C:5]([O:25][CH3:26])=[C:6]([C:8]2[N:9]=[C:10]([NH:13][C:14]3[CH:19]=[CH:18][CH:17]=[C:16]([N:20]4[CH:24]=[CH:23][N:22]=[CH:21]4)[CH:15]=3)[S:11][CH:12]=2)[CH:7]=1, predict the reactants needed to synthesize it. The reactants are: [Cl:1][C:2]1[CH:3]=[CH:4][C:5]([O:25][CH3:26])=[C:6]([C:8]2[N:9]=[C:10]([NH:13][C:14]3[CH:19]=[CH:18][CH:17]=[C:16]([N:20]4[CH:24]=[CH:23][N:22]=[CH:21]4)[CH:15]=3)[S:11][CH:12]=2)[CH:7]=1.B(Br)(Br)[Br:28].